The task is: Predict the reactants needed to synthesize the given product.. This data is from Full USPTO retrosynthesis dataset with 1.9M reactions from patents (1976-2016). (1) Given the product [N:22]1[C:30]2[CH2:29][C@H:28]([CH2:31][N:3]3[C:4]4=[N:9][C:8]([C:10]5[CH:15]=[CH:14][N:13]=[CH:12][CH:11]=5)=[CH:7][C:6](=[O:16])[N:5]4[CH2:17][CH2:18][C:2]3([CH3:19])[CH3:1])[CH2:27][C:26]=2[CH:25]=[CH:24][CH:23]=1, predict the reactants needed to synthesize it. The reactants are: [CH3:1][C:2]1([CH3:19])[CH2:18][CH2:17][N:5]2[C:6](=[O:16])[CH:7]=[C:8]([C:10]3[CH:15]=[CH:14][N:13]=[CH:12][CH:11]=3)[N:9]=[C:4]2[NH:3]1.[H-].[Na+].[N:22]1[C:30]2[CH2:29][C@H:28]([CH2:31]OS(C)(=O)=O)[CH2:27][C:26]=2[CH:25]=[CH:24][CH:23]=1.[Cl-].[NH4+]. (2) Given the product [C:1]([O:5][C:6]([NH:8][C@@H:9]1[CH2:14][C@@H:13]([CH2:15][OH:16])[CH2:12][CH2:11][C@H:10]1[NH:20][C:21]([C:23]1[NH:24][C:25]2[C:30]([CH:31]=1)=[CH:29][C:28]([Cl:32])=[CH:27][CH:26]=2)=[O:22])=[O:7])([CH3:4])([CH3:2])[CH3:3], predict the reactants needed to synthesize it. The reactants are: [C:1]([O:5][C:6]([NH:8][C@@H:9]1[CH2:14][C@@H:13]([C:15](OCC)=[O:16])[CH2:12][CH2:11][C@H:10]1[NH:20][C:21]([C:23]1[NH:24][C:25]2[C:30]([CH:31]=1)=[CH:29][C:28]([Cl:32])=[CH:27][CH:26]=2)=[O:22])=[O:7])([CH3:4])([CH3:3])[CH3:2].CCCCCC.[H-].C([Li])C(C)C.[Cl-].[NH4+].